From a dataset of Full USPTO retrosynthesis dataset with 1.9M reactions from patents (1976-2016). Predict the reactants needed to synthesize the given product. (1) Given the product [F:13][C:11]1[CH:10]=[C:4]([CH:3]=[C:2]([F:1])[CH:12]=1)[C@H:5]([OH:9])[C:6]([NH:15][C@H:16]([C:20]([NH:22][N:23]1[C:29](=[O:30])[CH:28]([CH2:31][CH2:32][CH2:33][CH2:34][C:35]2[CH:36]=[CH:37][CH:38]=[CH:39][CH:40]=2)[C:27]2[CH:41]=[CH:42][CH:43]=[CH:44][C:26]=2[C:25]2[CH:45]=[CH:46][CH:47]=[CH:48][C:24]1=2)=[O:21])[CH:17]([CH3:19])[CH3:18])=[O:8], predict the reactants needed to synthesize it. The reactants are: [F:1][C:2]1[CH:3]=[C:4]([CH:10]=[C:11]([F:13])[CH:12]=1)[C@H:5]([OH:9])[C:6]([OH:8])=O.Cl.[NH2:15][C@H:16]([C:20]([NH:22][N:23]1[C:29](=[O:30])[CH:28]([CH2:31][CH2:32][CH2:33][CH2:34][C:35]2[CH:40]=[CH:39][CH:38]=[CH:37][CH:36]=2)[C:27]2[CH:41]=[CH:42][CH:43]=[CH:44][C:26]=2[C:25]2[CH2:45][CH2:46][CH:47]=[CH:48][C:24]1=2)=[O:21])[CH:17]([CH3:19])[CH3:18]. (2) The reactants are: [Br:1][C:2]1[C:3]2[N:4]([N:9]=[CH:10][N:11]=2)[CH:5]=[C:6](I)[CH:7]=1.CC1(C)C(C)(C)OB([C:20]2[CH:21]=[C:22]([CH:27]=[CH:28][CH:29]=2)[C:23]([O:25][CH3:26])=[O:24])O1.C(=O)([O-])[O-].[Na+].[Na+]. Given the product [Br:1][C:2]1[C:3]2[N:4]([N:9]=[CH:10][N:11]=2)[CH:5]=[C:6]([C:20]2[CH:21]=[C:22]([CH:27]=[CH:28][CH:29]=2)[C:23]([O:25][CH3:26])=[O:24])[CH:7]=1, predict the reactants needed to synthesize it. (3) Given the product [CH3:1][C:2]1[CH:24]=[CH:23][C:5]([C:6]([N:8]2[CH2:13][CH2:12][CH:11]([C:14](=[O:22])[C:15]3[CH:20]=[CH:19][C:18]([C:25]#[N:26])=[CH:17][CH:16]=3)[CH2:10][CH2:9]2)=[O:7])=[CH:4][CH:3]=1, predict the reactants needed to synthesize it. The reactants are: [CH3:1][C:2]1[CH:24]=[CH:23][C:5]([C:6]([N:8]2[CH2:13][CH2:12][CH:11]([C:14](=[O:22])[C:15]3[CH:20]=[CH:19][C:18](F)=[CH:17][CH:16]=3)[CH2:10][CH2:9]2)=[O:7])=[CH:4][CH:3]=1.[C-:25]#[N:26].[K+]. (4) Given the product [C:37]([O:41][C:42](=[O:43])[NH:1][C@@:2]([C:6]1[CH:15]=[CH:14][C:13]2[C:8](=[CH:9][CH:10]=[C:11]([O:20][CH:21]3[CH2:22][CH2:23][CH:24]([C:27]([CH3:30])([CH3:31])[CH2:28][CH3:29])[CH2:25][CH2:26]3)[C:12]=2[C:16]([F:18])([F:19])[F:17])[CH:7]=1)([CH3:5])[CH2:3][OH:4])([CH3:40])([CH3:39])[CH3:38], predict the reactants needed to synthesize it. The reactants are: [NH2:1][C@@:2]([C:6]1[CH:15]=[CH:14][C:13]2[C:8](=[CH:9][CH:10]=[C:11]([O:20][CH:21]3[CH2:26][CH2:25][CH:24]([C:27]([CH3:31])([CH3:30])[CH2:28][CH3:29])[CH2:23][CH2:22]3)[C:12]=2[C:16]([F:19])([F:18])[F:17])[CH:7]=1)([CH3:5])[CH2:3][OH:4].C(=O)(O)[O-].[Na+].[C:37]([O:41][C:42](O[C:42]([O:41][C:37]([CH3:40])([CH3:39])[CH3:38])=[O:43])=[O:43])([CH3:40])([CH3:39])[CH3:38].